This data is from Forward reaction prediction with 1.9M reactions from USPTO patents (1976-2016). The task is: Predict the product of the given reaction. Given the reactants Cl[C:2]1[CH:17]=[C:16]([O:18][C@H:19]2[CH2:24][CH2:23][C@@H:22]([C:25]([O:27][CH2:28][CH3:29])=[O:26])[CH2:21][CH2:20]2)[CH:15]=[CH:14][C:3]=1[C:4]([O:6][CH2:7][C:8]1[CH:13]=[CH:12][CH:11]=[CH:10][CH:9]=1)=[O:5].O.[CH:31]1(B(O)O)[CH2:33][CH2:32]1.P([O-])([O-])([O-])=O.[K+].[K+].[K+].C1(C)C=CC=CC=1, predict the reaction product. The product is: [CH:31]1([C:2]2[CH:17]=[C:16]([O:18][C@H:19]3[CH2:24][CH2:23][C@@H:22]([C:25]([O:27][CH2:28][CH3:29])=[O:26])[CH2:21][CH2:20]3)[CH:15]=[CH:14][C:3]=2[C:4]([O:6][CH2:7][C:8]2[CH:13]=[CH:12][CH:11]=[CH:10][CH:9]=2)=[O:5])[CH2:33][CH2:32]1.